From a dataset of Reaction yield outcomes from USPTO patents with 853,638 reactions. Predict the reaction yield, written as a fraction of the theoretical maximum amount of product (1.0 means a 100% yield; for example, 0.34 means a 34% yield). (1) The reactants are [C:1]([NH:18][CH2:19][CH2:20][C:21]([OH:23])=[O:22])([O:3][CH2:4][CH:5]1[C:17]2[C:12](=[CH:13][CH:14]=[CH:15][CH:16]=2)[C:11]2[C:6]1=[CH:7][CH:8]=[CH:9][CH:10]=2)=[O:2].ON1C(=O)CCC1=O.CN(C=O)C.[NH2:37][CH:38]([CH2:41][OH:42])[CH2:39][OH:40]. The catalyst is ClCCl.N1C=CC=CC=1. The product is [NH:18]([C:1]([O:3][CH2:4][CH:5]1[C:6]2[C:11](=[CH:10][CH:9]=[CH:8][CH:7]=2)[C:12]2[C:17]1=[CH:16][CH:15]=[CH:14][CH:13]=2)=[O:2])[CH2:19][CH2:20][C:21]([OH:23])=[O:22].[NH2:37][CH:38]([CH2:41][OH:42])[CH2:39][OH:40]. The yield is 0.890. (2) The reactants are CO[C:3](=[O:13])[CH:4](O)[C:5]1[CH:10]=[CH:9][C:8]([F:11])=[CH:7][CH:6]=1.[F:14][C:15]1[CH:20]=[CH:19][C:18]([SH:21])=[CH:17][CH:16]=1.[NH2:22][C:23]1[CH:28]=[CH:27][CH:26]=[CH:25][N:24]=1. The catalyst is C1COCC1. The product is [F:11][C:8]1[CH:7]=[CH:6][C:5]([CH:4]([S:21][C:18]2[CH:19]=[CH:20][C:15]([F:14])=[CH:16][CH:17]=2)[C:3]([NH:22][C:23]2[CH:28]=[CH:27][CH:26]=[CH:25][N:24]=2)=[O:13])=[CH:10][CH:9]=1. The yield is 0.820. (3) The catalyst is C(Cl)Cl. The yield is 0.830. The product is [Br:27][C:9]1[C:10](=[O:18])[C:11]([O:16][CH3:17])=[C:12]2[C:14](=[O:15])[N:3]([CH2:1][CH3:2])[CH2:4][CH:5]3[CH2:6][CH:7]([OH:19])[C:8]=1[N:13]23. The reactants are [CH2:1]([N:3]1[C:14](=[O:15])[C:12]2[N:13]3[C:8](=[CH:9][C:10](=[O:18])[C:11]=2[O:16][CH3:17])[CH:7]([OH:19])[CH2:6][CH:5]3[CH2:4]1)[CH3:2].C1C(=O)N([Br:27])C(=O)C1. (4) The yield is 0.490. The catalyst is C1COCC1. The product is [CH3:1][N:2]1[C:6]([C:10]2([OH:17])[CH2:16][CH2:15][CH:14]=[CH:13][CH2:12][CH2:11]2)=[C:5]([N+:7]([O-:9])=[O:8])[CH:4]=[N:3]1. The reactants are [CH3:1][N:2]1[CH:6]=[C:5]([N+:7]([O-:9])=[O:8])[CH:4]=[N:3]1.[C:10]1(=[O:17])[CH2:16][CH2:15][CH:14]=[CH:13][CH2:12][CH2:11]1.C[Si](C)(C)[N-][Si](C)(C)C.[Li+].[Cl-].[NH4+]. (5) The catalyst is ClCCCl. The reactants are C1C=CC(P(C2C=CC=CC=2)C2C=CC=CC=2)=CC=1.[I:20]I.N1C=CN=C1.[CH3:27][O:28][C:29](=[O:40])[CH2:30][CH2:31][C:32]1[CH:37]=[CH:36][CH:35]=[C:34]([CH2:38]O)[CH:33]=1. The yield is 0.810. The product is [CH3:27][O:28][C:29](=[O:40])[CH2:30][CH2:31][C:32]1[CH:37]=[CH:36][CH:35]=[C:34]([CH2:38][I:20])[CH:33]=1.